From a dataset of Forward reaction prediction with 1.9M reactions from USPTO patents (1976-2016). Predict the product of the given reaction. (1) Given the reactants [CH3:1][C:2]([C:8]1[CH:13]=[CH:12][C:11]([N+:14]([O-])=O)=[CH:10][CH:9]=1)([CH3:7])[C:3]([O:5][CH3:6])=[O:4].[H][H], predict the reaction product. The product is: [NH2:14][C:11]1[CH:10]=[CH:9][C:8]([C:2]([CH3:7])([CH3:1])[C:3]([O:5][CH3:6])=[O:4])=[CH:13][CH:12]=1. (2) Given the reactants [CH2:1]([C:5]1[S:9][N:8]=[C:7]([C:10]([O:12]CC)=[O:11])[CH:6]=1)[CH2:2][CH2:3][CH3:4].C(O)C.[OH-].[K+].Cl, predict the reaction product. The product is: [CH2:1]([C:5]1[S:9][N:8]=[C:7]([C:10]([OH:12])=[O:11])[CH:6]=1)[CH2:2][CH2:3][CH3:4]. (3) The product is: [Br:1][C:2]1[CH:3]=[CH:4][C:5]2[N:6]([C:8]([C:11]([NH:40][C:39]3[CH:41]=[C:42]([O:46][CH3:47])[C:43]([O:44][CH3:45])=[C:37]([O:36][CH3:35])[CH:38]=3)=[O:13])=[CH:9][N:10]=2)[CH:7]=1. Given the reactants [Br:1][C:2]1[CH:3]=[CH:4][C:5]2[N:6]([C:8]([C:11]([OH:13])=O)=[CH:9][N:10]=2)[CH:7]=1.CCN=C=NCCCN(C)C.C1C=CC2N(O)N=NC=2C=1.[CH3:35][O:36][C:37]1[CH:38]=[C:39]([CH:41]=[C:42]([O:46][CH3:47])[C:43]=1[O:44][CH3:45])[NH2:40].CCN(C(C)C)C(C)C, predict the reaction product. (4) Given the reactants Cl[C:2]1[CH:3]=[C:4]2[C:9](=[C:10]([NH2:12])[N:11]=1)[CH:8]=[N:7][C:6]1[CH:13]=[C:14]([O:19][CH2:20][CH2:21][O:22][CH3:23])[C:15]([O:17][CH3:18])=[CH:16][C:5]2=1.B(O)(O)[C:25]1[CH:30]=[CH:29][CH:28]=[N:27][CH:26]=1.C1(P(C2C=CC=CC=2)C2C=CC=CC=2)C=CC=CC=1.C(=O)([O-])[O-].[K+].[K+], predict the reaction product. The product is: [CH3:18][O:17][C:15]1[C:14]([O:19][CH2:20][CH2:21][O:22][CH3:23])=[CH:13][C:6]2[N:7]=[CH:8][C:9]3[C:4]([C:5]=2[CH:16]=1)=[CH:3][C:2]([C:25]1[CH:26]=[N:27][CH:28]=[CH:29][CH:30]=1)=[N:11][C:10]=3[NH2:12].